Predict the reactants needed to synthesize the given product. From a dataset of Full USPTO retrosynthesis dataset with 1.9M reactions from patents (1976-2016). (1) Given the product [CH:1]1([CH2:7][CH2:8][CH2:9][C@@H:10]([C:19]2[O:23][N:22]=[C:21]([CH2:24][NH:40][CH2:39][CH2:38][O:37][CH3:36])[N:20]=2)[CH2:11][C:12]([O:14][C:15]([CH3:18])([CH3:16])[CH3:17])=[O:13])[CH2:6][CH2:5][CH2:4][CH2:3][CH2:2]1, predict the reactants needed to synthesize it. The reactants are: [CH:1]1([CH2:7][CH2:8][CH2:9][C@@H:10]([C:19]2[O:23][N:22]=[C:21]([CH2:24]OS(C3C=CC(C)=CC=3)(=O)=O)[N:20]=2)[CH2:11][C:12]([O:14][C:15]([CH3:18])([CH3:17])[CH3:16])=[O:13])[CH2:6][CH2:5][CH2:4][CH2:3][CH2:2]1.[CH3:36][O:37][CH2:38][CH2:39][NH2:40]. (2) Given the product [Br:10][CH2:8][C:7]([C:5]1[CH:4]=[N:3][N:2]([CH3:1])[CH:6]=1)=[O:9], predict the reactants needed to synthesize it. The reactants are: [CH3:1][N:2]1[CH:6]=[C:5]([C:7](=[O:9])[CH3:8])[CH:4]=[N:3]1.[BrH:10].BrBr. (3) Given the product [Cl:28][CH2:29][C:30]([NH:1][C:2]1[O:3][C:4]2[C:9]([CH:10]([C:14]3[CH:19]=[C:18]([O:20][CH3:21])[C:17]([O:22][CH3:23])=[C:16]([Br:24])[CH:15]=3)[C:11]=1[C:12]#[N:13])=[CH:8][CH:7]=[C:6]([N:25]([CH3:27])[CH3:26])[CH:5]=2)=[O:31], predict the reactants needed to synthesize it. The reactants are: [NH2:1][C:2]1[O:3][C:4]2[C:9]([CH:10]([C:14]3[CH:19]=[C:18]([O:20][CH3:21])[C:17]([O:22][CH3:23])=[C:16]([Br:24])[CH:15]=3)[C:11]=1[C:12]#[N:13])=[CH:8][CH:7]=[C:6]([N:25]([CH3:27])[CH3:26])[CH:5]=2.[Cl:28][CH2:29][C:30](Cl)=[O:31]. (4) The reactants are: [H-].[Na+].Cl.[NH2:4][CH:5]1[CH2:14][C:13]2[C:8](=[CH:9][CH:10]=[CH:11][CH:12]=2)[NH:7][C:6]1=[O:15].CS(O[CH2:21][CH:22]1[CH2:27][O:26][C:25]([CH3:29])([CH3:28])[O:24][CH2:23]1)(=O)=O. Given the product [NH2:4][CH:5]1[CH2:14][C:13]2[C:8](=[CH:9][CH:10]=[CH:11][CH:12]=2)[N:7]([CH2:21][CH:22]2[CH2:27][O:26][C:25]([CH3:29])([CH3:28])[O:24][CH2:23]2)[C:6]1=[O:15], predict the reactants needed to synthesize it. (5) Given the product [CH3:4][C:2]([Si:5]([C:21]1[CH:26]=[CH:25][CH:24]=[CH:23][CH:22]=1)([C:27]1[CH:28]=[CH:29][CH:30]=[CH:31][CH:32]=1)[O:6][CH2:7][C@@H:8]1[CH2:13][CH:12]=[CH:11][CH2:10][NH:9]1)([CH3:1])[CH3:3], predict the reactants needed to synthesize it. The reactants are: [CH3:1][C:2]([Si:5]([C:27]1[CH:32]=[CH:31][CH:30]=[CH:29][CH:28]=1)([C:21]1[CH:26]=[CH:25][CH:24]=[CH:23][CH:22]=1)[O:6][CH2:7][C@@H:8]1[CH2:13][CH:12]=[CH:11][CH2:10][N:9]1C(OC(C)(C)C)=O)([CH3:4])[CH3:3].